This data is from Peptide-MHC class I binding affinity with 185,985 pairs from IEDB/IMGT. The task is: Regression. Given a peptide amino acid sequence and an MHC pseudo amino acid sequence, predict their binding affinity value. This is MHC class I binding data. (1) The peptide sequence is YFENSDLNL. The MHC is HLA-A23:01 with pseudo-sequence HLA-A23:01. The binding affinity (normalized) is 0.401. (2) The peptide sequence is EIKDRILSY. The MHC is HLA-B51:01 with pseudo-sequence HLA-B51:01. The binding affinity (normalized) is 0.0847. (3) The peptide sequence is DHLKEKSSL. The MHC is HLA-A01:01 with pseudo-sequence HLA-A01:01. The binding affinity (normalized) is 0.0847.